The task is: Predict which catalyst facilitates the given reaction.. This data is from Catalyst prediction with 721,799 reactions and 888 catalyst types from USPTO. Reactant: [CH3:1][C:2]1[N:3]=[C:4]([C:10]2[CH:15]=[CH:14][C:13]([C:16]([F:19])([F:18])[F:17])=[CH:12][CH:11]=2)[O:5][C:6]=1[CH:7]([OH:9])[CH3:8].[CH3:20][O:21][C:22](=[O:33])[CH2:23][CH2:24][C:25]1[CH:30]=[CH:29][C:28](O)=[CH:27][C:26]=1[CH3:32].C(P(CCCC)CCCC)CCC.N(C(N1CCCCC1)=O)=NC(N1CCCCC1)=O. Product: [CH3:20][O:21][C:22](=[O:33])[CH2:23][CH2:24][C:25]1[CH:30]=[CH:29][C:28]([O:9][CH:7]([C:6]2[O:5][C:4]([C:10]3[CH:15]=[CH:14][C:13]([C:16]([F:19])([F:18])[F:17])=[CH:12][CH:11]=3)=[N:3][C:2]=2[CH3:1])[CH3:8])=[CH:27][C:26]=1[CH3:32]. The catalyst class is: 11.